Dataset: Reaction yield outcomes from USPTO patents with 853,638 reactions. Task: Predict the reaction yield, written as a fraction of the theoretical maximum amount of product (1.0 means a 100% yield; for example, 0.34 means a 34% yield). The reactants are [OH-:1].[Na+].[CH2:3]([N:10]([CH3:20])[C:11]1([C:18]#[N:19])[CH2:14][N:13]([C:15]([O-:17])=[O:16])[CH2:12]1)[C:4]1[CH:9]=[CH:8][CH:7]=[CH:6][CH:5]=1.OO. The catalyst is C(O)C. The product is [NH2:19][C:18]([C:11]1([N:10]([CH2:3][C:4]2[CH:5]=[CH:6][CH:7]=[CH:8][CH:9]=2)[CH3:20])[CH2:14][N:13]([C:15]([O:17][C:4]([CH3:9])([CH3:5])[CH3:3])=[O:16])[CH2:12]1)=[O:1]. The yield is 0.870.